Dataset: Catalyst prediction with 721,799 reactions and 888 catalyst types from USPTO. Task: Predict which catalyst facilitates the given reaction. (1) Product: [CH3:1][O:2][C:3]([C:5]1[C:6]2[CH2:7][C:8]([CH3:24])([CH3:23])[CH:9]([C:16]3[CH:21]=[CH:20][CH:19]=[C:18]([N:25]4[CH2:30][CH2:29][O:28][CH2:27][CH2:26]4)[CH:17]=3)[NH:10][C:11]=2[C:12]([Cl:15])=[CH:13][CH:14]=1)=[O:4]. The catalyst class is: 156. Reactant: [CH3:1][O:2][C:3]([C:5]1[C:6]2[CH2:7][C:8]([CH3:24])([CH3:23])[CH:9]([C:16]3[CH:21]=[CH:20][CH:19]=[C:18](Br)[CH:17]=3)[NH:10][C:11]=2[C:12]([Cl:15])=[CH:13][CH:14]=1)=[O:4].[NH:25]1[CH2:30][CH2:29][O:28][CH2:27][CH2:26]1.Cl.CN(C)CC(O)=O.C(=O)([O-])[O-].[K+].[K+]. (2) Reactant: Cl[C:2]1C=C(C=C[CH:11]=1)C(OO)=O.C(S[C:15]1[CH:20]=[CH:19][N:18]=[CH:17][C:16]=1[C:21]1[S:22][C:23]2[C:28]([N:29]=1)=[CH:27][C:26]([C:30]([F:33])([F:32])[F:31])=[CH:25][N:24]=2)C.[S:34]([O-:38])([O-])(=[O:36])=S.[Na+].[Na+]. Product: [CH2:2]([S:34]([C:15]1[CH:20]=[CH:19][N:18]=[CH:17][C:16]=1[C:21]1[S:22][C:23]2[C:28]([N:29]=1)=[CH:27][C:26]([C:30]([F:32])([F:33])[F:31])=[CH:25][N:24]=2)(=[O:38])=[O:36])[CH3:11]. The catalyst class is: 22.